Dataset: Full USPTO retrosynthesis dataset with 1.9M reactions from patents (1976-2016). Task: Predict the reactants needed to synthesize the given product. (1) Given the product [CH2:1]=[CH:2][CH:3]=[CH2:4].[CH2:1]=[CH:2][C:3]1[CH:8]=[CH:7][CH:6]=[CH:5][CH:4]=1.[CH2:1]=[CH:2][C:3]1[CH:8]=[CH:7][CH:6]=[CH:5][CH:4]=1, predict the reactants needed to synthesize it. The reactants are: [CH2:1]=[CH:2][C:3]1[CH:8]=[CH:7][CH:6]=[CH:5][CH:4]=1.C([Li])(CC)C.C=CC=C.C(OCC(OCC)C)C.[H][H]. (2) Given the product [Cl:1][C:2]1[CH:36]=[CH:35][C:34]([F:37])=[CH:33][C:3]=1[CH2:4][N:5]1[C:13]2[C:12](=[O:14])[N:11]([CH3:15])[CH:10]=[N:9][C:8]=2[C:7]([C:17]#[N:18])=[C:6]1[N:19]1[CH2:24][CH2:23][CH2:22][C@@H:21]([NH:25][C:26](=[O:32])[O:27][C:28]([CH3:31])([CH3:30])[CH3:29])[CH2:20]1, predict the reactants needed to synthesize it. The reactants are: [Cl:1][C:2]1[CH:36]=[CH:35][C:34]([F:37])=[CH:33][C:3]=1[CH2:4][N:5]1[C:13]2[C:12](=[O:14])[N:11]([CH3:15])[C:10](=S)[NH:9][C:8]=2[C:7]([C:17]#[N:18])=[C:6]1[N:19]1[CH2:24][CH2:23][CH2:22][C@@H:21]([NH:25][C:26](=[O:32])[O:27][C:28]([CH3:31])([CH3:30])[CH3:29])[CH2:20]1.C(O)(=O)C.O.OO. (3) Given the product [NH2:11][C:7]1[CH:6]=[C:5]([O:4][C:3]2[C:2]([F:1])=[CH:22][C:21]([NH:23][C:24]([C:26]3([C:29]([NH:30][C:31]4[CH:32]=[CH:33][C:34]([F:37])=[CH:35][CH:36]=4)=[O:38])[CH2:28][CH2:27]3)=[O:25])=[C:20]([F:39])[CH:19]=2)[CH:10]=[CH:9][N:8]=1, predict the reactants needed to synthesize it. The reactants are: [F:1][C:2]1[CH:22]=[C:21]([NH:23][C:24]([C:26]2([C:29](=[O:38])[NH:30][C:31]3[CH:36]=[CH:35][C:34]([F:37])=[CH:33][CH:32]=3)[CH2:28][CH2:27]2)=[O:25])[C:20]([F:39])=[CH:19][C:3]=1[O:4][C:5]1[CH:10]=[CH:9][N:8]=[C:7]([NH:11]C(=O)OC(C)(C)C)[CH:6]=1.C(O)(C(F)(F)F)=O.C([O-])(O)=O.[Na+]. (4) Given the product [C:23]([O:22][C:20]([N:17]1[CH2:18][CH2:19][N:14]([C:13]2[C:8]([O:29][CH2:28][CH2:27][OH:30])=[N:9][CH:10]=[CH:11][N:12]=2)[CH2:15][CH2:16]1)=[O:21])([CH3:26])([CH3:25])[CH3:24], predict the reactants needed to synthesize it. The reactants are: O(C(C)(C)C)[K].Cl[C:8]1[C:13]([N:14]2[CH2:19][CH2:18][N:17]([C:20]([O:22][C:23]([CH3:26])([CH3:25])[CH3:24])=[O:21])[CH2:16][CH2:15]2)=[N:12][CH:11]=[CH:10][N:9]=1.[CH2:27]([OH:30])[CH2:28][OH:29]. (5) Given the product [Cl:1][C:2]1[C:3]([C:9]2[CH:14]=[CH:13][C:12]([F:15])=[C:11]([NH:16][CH2:17][CH:18]3[CH2:23][O:22][C:21]([CH3:25])([CH3:24])[CH2:20][O:19]3)[N:10]=2)=[CH:4][C:5]([NH2:27])=[N:6][CH:7]=1, predict the reactants needed to synthesize it. The reactants are: [Cl:1][C:2]1[C:3]([C:9]2[CH:14]=[CH:13][C:12]([F:15])=[C:11]([NH:16][CH2:17][CH:18]3[CH2:23][O:22][C:21]([CH3:25])([CH3:24])[CH2:20][O:19]3)[N:10]=2)=[CH:4][C:5](F)=[N:6][CH:7]=1.[OH-].[NH4+:27]. (6) Given the product [F:1][C:2]1[CH:7]=[CH:6][CH:5]=[C:4]([NH2:8])[C:3]=1[NH:11][C:12]1[CH:13]=[CH:14][CH:15]=[CH:16][CH:17]=1, predict the reactants needed to synthesize it. The reactants are: [F:1][C:2]1[CH:7]=[CH:6][CH:5]=[C:4]([N+:8]([O-])=O)[C:3]=1[NH:11][C:12]1[CH:17]=[CH:16][CH:15]=[CH:14][CH:13]=1. (7) Given the product [CH3:11][N:3]1[CH:4]=[C:5]([N+:8]([O-:10])=[O:9])[CH:6]=[CH:7][C:2]1=[O:1], predict the reactants needed to synthesize it. The reactants are: [OH:1][C:2]1[CH:7]=[CH:6][C:5]([N+:8]([O-:10])=[O:9])=[CH:4][N:3]=1.[C:11](=O)([O-])[O-].[Cs+].[Cs+].CI. (8) Given the product [C:15]([C:11]1[CH:12]=[CH:13][N:14]2[C:9]([CH:10]=1)=[C:8]([S:17][C:18]1[CH:23]=[CH:22][C:21]([S:24](=[O:27])(=[O:28])[NH:25][CH3:26])=[CH:20][CH:19]=1)[C:7]([CH3:29])=[C:6]2[CH2:5][C:4]([OH:30])=[O:3])#[N:16], predict the reactants needed to synthesize it. The reactants are: C([O:3][C:4](=[O:30])[CH2:5][C:6]1[N:14]2[C:9]([CH:10]=[C:11]([C:15]#[N:16])[CH:12]=[CH:13]2)=[C:8]([S:17][C:18]2[CH:23]=[CH:22][C:21]([S:24](=[O:28])(=[O:27])[NH:25][CH3:26])=[CH:20][CH:19]=2)[C:7]=1[CH3:29])C.CO.O.[OH-].[Na+]. (9) Given the product [CH3:1][C:2]1[C:7]([CH2:8][S+:9]([O-:19])[C:10]2[NH:11][C:12]3[CH:13]=[CH:14][CH:15]=[CH:16][C:17]=3[N:18]=2)=[N:6][CH:5]=[CH:4][C:3]=1[O:20][CH2:21][CH2:22][CH2:23][O:24][CH3:25].[Ca:31], predict the reactants needed to synthesize it. The reactants are: [CH3:1][C:2]1[C:7]([CH2:8][S+:9]([O-:19])[C:10]2[N-:11][C:12]3[CH:13]=[CH:14][CH:15]=[CH:16][C:17]=3[N:18]=2)=[N:6][CH:5]=[CH:4][C:3]=1[O:20][CH2:21][CH2:22][CH2:23][O:24][CH3:25].[Na+].C([O-])(=O)C.[Ca+2:31].C([O-])(=O)C.